Task: Predict the product of the given reaction.. Dataset: Forward reaction prediction with 1.9M reactions from USPTO patents (1976-2016) (1) Given the reactants [C:1]1([C:7](=[O:9])[CH3:8])[CH:6]=[CH:5][CH:4]=[CH:3][CH:2]=1.C=O.[CH3:12][NH:13][CH3:14].[C:15](OCC)(=O)C.CCCCCC, predict the reaction product. The product is: [CH3:12][N:13]([CH3:15])[CH2:14][CH2:8][C:7]([C:1]1[CH:6]=[CH:5][CH:4]=[CH:3][CH:2]=1)=[O:9]. (2) Given the reactants [CH3:1][O:2][C:3]1[CH:26]=[CH:25][C:6]([CH2:7][C@H:8]([CH:22]([CH3:24])[CH3:23])[CH2:9][C@H:10]([NH:14][C:15](=[O:21])[O:16][C:17]([CH3:20])([CH3:19])[CH3:18])[C@@H:11]2[CH2:13][O:12]2)=[CH:5][C:4]=1[O:27][CH2:28][CH2:29][CH2:30][O:31][CH3:32], predict the reaction product. The product is: [C:11]([CH2:10][NH:14][CH2:13][C@@H:11]([C@@H:10]([NH:14][C:15](=[O:21])[O:16][C:17]([CH3:19])([CH3:20])[CH3:18])[CH2:9][C@H:8]([CH2:7][C:6]1[CH:25]=[CH:26][C:3]([O:2][CH3:1])=[C:4]([O:27][CH2:28][CH2:29][CH2:30][O:31][CH3:32])[CH:5]=1)[CH:22]([CH3:23])[CH3:24])[OH:12])(=[O:12])[CH3:13].